Predict the product of the given reaction. From a dataset of Forward reaction prediction with 1.9M reactions from USPTO patents (1976-2016). Given the reactants [C:1](/[N:3]=[C:4](\SC)/[NH:5][C:6]1[CH:11]=[C:10]([Cl:12])[N:9]=[C:8]([Cl:13])[CH:7]=1)#[N:2].[NH2:16][NH2:17], predict the reaction product. The product is: [Cl:13][C:8]1[CH:7]=[C:6]([NH:5][C:4]2[N:3]=[C:1]([NH2:2])[NH:17][N:16]=2)[CH:11]=[C:10]([Cl:12])[N:9]=1.